From a dataset of Retrosynthesis with 50K atom-mapped reactions and 10 reaction types from USPTO. Predict the reactants needed to synthesize the given product. Given the product CCCCCCCCCCCCCCCCCCCCOC(=O)OC[C@@H](CO)OC(=O)OCCCCCCCCCCCCCCCCCCCC, predict the reactants needed to synthesize it. The reactants are: CCCCCCCCCCCCCCCCCCCCOC(=O)OC[C@@H](COCc1ccc(OC)cc1)OC(=O)OCCCCCCCCCCCCCCCCCCCC.